This data is from Forward reaction prediction with 1.9M reactions from USPTO patents (1976-2016). The task is: Predict the product of the given reaction. (1) Given the reactants C([O:5][C:6]([CH2:8][CH2:9][C:10]1[CH:32]=[CH:31][C:13]([O:14][CH2:15][C:16]2[CH:17]=[C:18]([C:22]3[C:23]([C:28]([OH:30])=[O:29])=[CH:24][CH:25]=[CH:26][CH:27]=3)[CH:19]=[CH:20][CH:21]=2)=[CH:12][CH:11]=1)=[O:7])(C)(C)C, predict the reaction product. The product is: [C:6]([CH2:8][CH2:9][C:10]1[CH:32]=[CH:31][C:13]([O:14][CH2:15][C:16]2[CH:17]=[C:18]([C:22]3[C:23]([C:28]([OH:30])=[O:29])=[CH:24][CH:25]=[CH:26][CH:27]=3)[CH:19]=[CH:20][CH:21]=2)=[CH:12][CH:11]=1)([OH:7])=[O:5]. (2) Given the reactants [CH2:1]([S:8][C:9]1[CH:10]=[CH:11][C:12]([NH:22][C:23]2[CH:28]=[C:27]([C:29]#[N:30])[C:26]([Br:31])=[CH:25][C:24]=2[O:32][CH3:33])=[C:13](/[CH:15]=[CH:16]/[C:17]([O:19]CC)=O)[CH:14]=1)[C:2]1[CH:7]=[CH:6][CH:5]=[CH:4][CH:3]=1.CO.C[O-].[Na+], predict the reaction product. The product is: [CH2:1]([S:8][C:9]1[CH:14]=[C:13]2[C:12](=[CH:11][CH:10]=1)[N:22]([C:23]1[C:24]([O:32][CH3:33])=[CH:25][C:26]([Br:31])=[C:27]([CH:28]=1)[C:29]#[N:30])[C:17](=[O:19])[CH:16]=[CH:15]2)[C:2]1[CH:3]=[CH:4][CH:5]=[CH:6][CH:7]=1. (3) Given the reactants C(OC(=O)[NH:7][C@H:8]1[CH2:13][CH2:12][C@@H:11]([CH2:14][CH2:15][NH:16][C:17]([O:19][CH2:20][C:21]2[CH:26]=[CH:25][CH:24]=[CH:23][CH:22]=2)=[O:18])[CH2:10][CH2:9]1)(C)(C)C, predict the reaction product. The product is: [CH2:20]([O:19][C:17](=[O:18])[NH:16][CH2:15][CH2:14][C@H:11]1[CH2:10][CH2:9][C@@H:8]([NH2:7])[CH2:13][CH2:12]1)[C:21]1[CH:22]=[CH:23][CH:24]=[CH:25][CH:26]=1. (4) Given the reactants [Cl:1][C:2]1[C:3]([F:31])=[C:4]([CH:8]2[C:12]([C:15]3[CH:20]=[CH:19][C:18]([Cl:21])=[CH:17][C:16]=3[F:22])([C:13]#[N:14])[CH:11]([CH2:23][C:24]([CH3:27])([CH3:26])[CH3:25])[NH:10][CH:9]2[C:28](O)=[O:29])[CH:5]=[CH:6][CH:7]=1.[NH2:32][C:33]1[CH:38]=[CH:37][C:36]([C:39]([F:42])([F:41])[F:40])=[CH:35][CH:34]=1.CN(C(ON1N=NC2C=CC=NC1=2)=[N+](C)C)C.F[P-](F)(F)(F)(F)F.CCN(C(C)C)C(C)C, predict the reaction product. The product is: [F:40][C:39]([F:41])([F:42])[C:36]1[CH:35]=[CH:34][C:33]([NH:32][C:28]([CH:9]2[CH:8]([C:4]3[CH:5]=[CH:6][CH:7]=[C:2]([Cl:1])[C:3]=3[F:31])[C:12]([C:15]3[CH:20]=[CH:19][C:18]([Cl:21])=[CH:17][C:16]=3[F:22])([C:13]#[N:14])[CH:11]([CH2:23][C:24]([CH3:25])([CH3:27])[CH3:26])[NH:10]2)=[O:29])=[CH:38][CH:37]=1.